This data is from Catalyst prediction with 721,799 reactions and 888 catalyst types from USPTO. The task is: Predict which catalyst facilitates the given reaction. (1) Reactant: F[C:2]1[CH:7]=[CH:6][C:5]([NH:8][C:9](=[O:12])[O:10][CH3:11])=[CH:4][C:3]=1[N+:13]([O-:15])=[O:14].[CH:16]1([CH2:22][NH2:23])[CH2:21][CH2:20][CH2:19][CH2:18][CH2:17]1. Product: [CH:16]1([CH2:22][NH:23][C:2]2[CH:7]=[CH:6][C:5]([NH:8][C:9](=[O:12])[O:10][CH3:11])=[CH:4][C:3]=2[N+:13]([O-:15])=[O:14])[CH2:21][CH2:20][CH2:19][CH2:18][CH2:17]1. The catalyst class is: 14. (2) Reactant: [CH2:1]([N:8]([CH2:12][C@@H:13]1[NH:17][C:16](=[O:18])[CH2:15][CH2:14]1)[CH2:9][CH2:10][OH:11])[C:2]1[CH:7]=[CH:6][CH:5]=[CH:4][CH:3]=1.[CH3:19][S:20](Cl)(=[O:22])=[O:21]. Product: [CH2:1]([N:8]([CH2:12][C@H:13]1[CH2:14][CH2:15][C:16](=[O:18])[NH:17]1)[CH2:9][CH2:10][O:11][S:20]([CH3:19])(=[O:22])=[O:21])[C:2]1[CH:3]=[CH:4][CH:5]=[CH:6][CH:7]=1. The catalyst class is: 511. (3) Reactant: FC(F)(F)C(OC(=O)C(F)(F)F)=O.CC1C=CC(S([N:24]=[C:25]2[CH:30]=[CH:29][C:28]([N+:31]([O-:33])=[O:32])=[CH:27][N:26]2[CH:34]([CH3:44])[C:35](=O)[CH2:36][CH2:37][C:38]([O:40][CH2:41][CH3:42])=[O:39])(=O)=O)=CC=1. Product: [CH3:44][C:34]1[N:26]2[CH:27]=[C:28]([N+:31]([O-:33])=[O:32])[CH:29]=[CH:30][C:25]2=[N:24][C:35]=1[CH2:36][CH2:37][C:38]([O:40][CH2:41][CH3:42])=[O:39]. The catalyst class is: 4. (4) Reactant: Br[CH2:2][CH2:3][CH2:4][CH2:5][CH2:6][CH2:7][CH2:8][CH2:9][CH2:10][CH2:11][CH2:12][CH2:13][CH2:14][CH3:15].[CH3:16][C:17]1[CH:22]=[C:21]([CH3:23])[CH:20]=[CH:19][C:18]=1[OH:24].C([O-])([O-])=O.[K+].[K+]. Product: [CH2:2]([O:24][C:18]1[CH:19]=[CH:20][C:21]([CH3:23])=[CH:22][C:17]=1[CH3:16])[CH2:3][CH2:4][CH2:5][CH2:6][CH2:7][CH2:8][CH2:9][CH2:10][CH2:11][CH2:12][CH2:13][CH2:14][CH3:15]. The catalyst class is: 23. (5) Reactant: [Cl:1][C:2]1[C:3]([C:19]2[N:23]([CH3:24])[C:22]3[CH:25]=[CH:26][CH:27]=[CH:28][C:21]=3[N:20]=2)=[CH:4][C:5]([N:8]2[CH2:13][CH2:12][CH:11]([NH:14][S:15]([CH3:18])(=[O:17])=[O:16])[CH2:10][CH2:9]2)=[N:6][CH:7]=1.[H-].[Na+].[CH3:31]I. Product: [Cl:1][C:2]1[C:3]([C:19]2[N:23]([CH3:24])[C:22]3[CH:25]=[CH:26][CH:27]=[CH:28][C:21]=3[N:20]=2)=[CH:4][C:5]([N:8]2[CH2:9][CH2:10][CH:11]([N:14]([CH3:31])[S:15]([CH3:18])(=[O:17])=[O:16])[CH2:12][CH2:13]2)=[N:6][CH:7]=1. The catalyst class is: 118.